This data is from Full USPTO retrosynthesis dataset with 1.9M reactions from patents (1976-2016). The task is: Predict the reactants needed to synthesize the given product. (1) Given the product [O:40]=[S:2]1(=[O:1])[CH2:6][CH2:5][CH2:4][CH:3]1[C:7]1[CH:39]=[CH:38][C:10]2[NH:11][C:12]([C:17]3[C:18](=[O:37])[N:19]([CH2:29][C:30]4[CH:31]=[CH:32][C:33]([F:36])=[CH:34][CH:35]=4)[C@@H:20]4[C@H:25]([C:26]=3[OH:27])[C@@H:24]3[CH2:28][C@H:21]4[CH2:22][CH2:23]3)=[N:13][S:14](=[O:15])(=[O:16])[C:9]=2[CH:8]=1, predict the reactants needed to synthesize it. The reactants are: [O:1]=[S:2]1(=[O:40])[CH2:6][CH2:5][CH:4]=[C:3]1[C:7]1[CH:39]=[CH:38][C:10]2[NH:11][C:12]([C:17]3[C:18](=[O:37])[N:19]([CH2:29][C:30]4[CH:35]=[CH:34][C:33]([F:36])=[CH:32][CH:31]=4)[C@@H:20]4[C@H:25]([C:26]=3[OH:27])[C@@H:24]3[CH2:28][C@H:21]4[CH2:22][CH2:23]3)=[N:13][S:14](=[O:16])(=[O:15])[C:9]=2[CH:8]=1. (2) Given the product [CH3:19][S:20]([O:11][CH2:10][C:7]1[CH:8]=[CH:9][C:4]([CH2:1][CH2:2][CH3:3])=[CH:5][CH:6]=1)(=[O:22])=[O:21], predict the reactants needed to synthesize it. The reactants are: [CH2:1]([C:4]1[CH:9]=[CH:8][C:7]([CH2:10][OH:11])=[CH:6][CH:5]=1)[CH2:2][CH3:3].C(N(CC)CC)C.[CH3:19][S:20](Cl)(=[O:22])=[O:21].O. (3) Given the product [CH3:1][O:2][C:3]1[CH:4]=[CH:5][C:6]([N:9]2[CH:18]([CH3:19])[C:17]3[C:12](=[N:13][C:14]([NH:20][C:21]4[CH:26]=[CH:25][CH:24]=[CH:23][CH:22]=4)=[N:15][CH:16]=3)[N:11]([C:27]3[CH:28]=[C:29]([CH:32]=[CH:33][CH:34]=3)[C:30]([NH2:31])=[O:36])[C:10]2=[O:35])=[CH:7][CH:8]=1, predict the reactants needed to synthesize it. The reactants are: [CH3:1][O:2][C:3]1[CH:8]=[CH:7][C:6]([N:9]2[CH:18]([CH3:19])[C:17]3[C:12](=[N:13][C:14]([NH:20][C:21]4[CH:26]=[CH:25][CH:24]=[CH:23][CH:22]=4)=[N:15][CH:16]=3)[N:11]([C:27]3[CH:28]=[C:29]([CH:32]=[CH:33][CH:34]=3)[C:30]#[N:31])[C:10]2=[O:35])=[CH:5][CH:4]=1.[OH-:36].[Na+].OO. (4) The reactants are: [CH3:1][O:2][C:3]1[CH:29]=[CH:28][C:6]([CH2:7][N:8]2[C:12](C3C=CC(B4OC(C)(C)C(C)(C)O4)=CC=3)=[N:11][N:10]=[N:9]2)=[CH:5][CH:4]=1.C(=O)([O-])[O-].[Na+].[Na+].FC(F)(F)C([C:44]1[CH:49]=[CH:48][C:47]([C:50]2[C:58]3[C:53](=[CH:54][CH:55]=[CH:56][CH:57]=3)[N:52](S(C3C=CC=CC=3C(F)(F)F)(=O)=O)[N:51]=2)=[CH:46][CH:45]=1)(O)C(F)(F)F. Given the product [CH3:1][O:2][C:3]1[CH:29]=[CH:28][C:6]([CH2:7][N:8]2[C:12]([C:44]3[CH:49]=[CH:48][C:47]([C:50]4[C:58]5[C:53](=[CH:54][CH:55]=[CH:56][CH:57]=5)[NH:52][N:51]=4)=[CH:46][CH:45]=3)=[N:11][N:10]=[N:9]2)=[CH:5][CH:4]=1, predict the reactants needed to synthesize it. (5) Given the product [CH3:16][N:17]([CH2:4][C:5]1[C:14]2[C:9](=[CH:10][CH:11]=[CH:12][CH:13]=2)[NH:8][C:7](=[O:15])[CH:6]=1)[C:18]([C:20]1[O:21][CH:22]=[CH:23][CH:24]=1)=[O:19], predict the reactants needed to synthesize it. The reactants are: [H-].[Na+].Br[CH2:4][C:5]1[C:14]2[C:9](=[CH:10][CH:11]=[CH:12][CH:13]=2)[NH:8][C:7](=[O:15])[CH:6]=1.[CH3:16][NH:17][C:18]([C:20]1[O:21][CH:22]=[CH:23][CH:24]=1)=[O:19]. (6) Given the product [Br:14][C:15]1[CH:19]=[N:18][N:17]([CH3:20])[C:16]=1[C:21]1[CH:22]=[C:23]([NH:24][C:6](=[O:11])[C:7]([F:8])([F:9])[F:10])[CH:25]=[CH:26][C:27]=1[O:28][CH2:29][C:30]([CH3:31])([N+:32]([O-:34])=[O:33])[CH3:35], predict the reactants needed to synthesize it. The reactants are: [F:8][C:7]([F:10])([F:9])[C:6](O[C:6](=[O:11])[C:7]([F:10])([F:9])[F:8])=[O:11].[Br:14][C:15]1[CH:19]=[N:18][N:17]([CH3:20])[C:16]=1[C:21]1[CH:22]=[C:23]([CH:25]=[CH:26][C:27]=1[O:28][CH2:29][C:30]([CH3:35])([N+:32]([O-:34])=[O:33])[CH3:31])[NH2:24].C(N(CC)C(C)C)(C)C.